Dataset: Full USPTO retrosynthesis dataset with 1.9M reactions from patents (1976-2016). Task: Predict the reactants needed to synthesize the given product. (1) Given the product [CH3:15][O:16][C:17]1[CH:18]=[CH:19][CH:20]=[C:21]2[C:25]=1[CH:24]([NH:26][C:8]1[CH:7]=[CH:6][C:5]3[C:4]([NH2:1])=[CH:13][CH:12]=[CH:11][C:10]=3[N:9]=1)[CH2:23][CH2:22]2, predict the reactants needed to synthesize it. The reactants are: [N+:1]([C:4]1[CH:13]=[CH:12][CH:11]=[C:10]2[C:5]=1[CH:6]=[CH:7][C:8](Cl)=[N:9]2)([O-])=O.[CH3:15][O:16][C:17]1[CH:18]=[CH:19][CH:20]=[C:21]2[C:25]=1[CH:24]([NH2:26])[CH2:23][CH2:22]2. (2) Given the product [Cl:1][C:2]1[CH:3]=[CH:4][C:5]([C:8]2[O:9][C:10]([C:18]([OH:20])=[O:19])=[C:11]([CH2:13][O:14][CH2:15][O:16][CH3:17])[N:12]=2)=[CH:6][CH:7]=1, predict the reactants needed to synthesize it. The reactants are: [Cl:1][C:2]1[CH:7]=[CH:6][C:5]([C:8]2[O:9][C:10]([CH:18]=[O:19])=[C:11]([CH2:13][O:14][CH2:15][O:16][CH3:17])[N:12]=2)=[CH:4][CH:3]=1.[O:20]1CCOCC1.[OH-].[Na+].Cl.